Dataset: NCI-60 drug combinations with 297,098 pairs across 59 cell lines. Task: Regression. Given two drug SMILES strings and cell line genomic features, predict the synergy score measuring deviation from expected non-interaction effect. (1) Drug 1: C1=NC2=C(N1)C(=S)N=CN2. Drug 2: C1CN(P(=O)(OC1)NCCCl)CCCl. Cell line: T-47D. Synergy scores: CSS=8.11, Synergy_ZIP=-1.24, Synergy_Bliss=1.04, Synergy_Loewe=-3.59, Synergy_HSA=1.19. (2) Drug 1: CC12CCC(CC1=CCC3C2CCC4(C3CC=C4C5=CN=CC=C5)C)O. Drug 2: CC1=C(C=C(C=C1)NC2=NC=CC(=N2)N(C)C3=CC4=NN(C(=C4C=C3)C)C)S(=O)(=O)N.Cl. Cell line: HCC-2998. Synergy scores: CSS=-2.06, Synergy_ZIP=8.96, Synergy_Bliss=-1.25, Synergy_Loewe=-18.5, Synergy_HSA=-13.4. (3) Drug 1: CC1=CC=C(C=C1)C2=CC(=NN2C3=CC=C(C=C3)S(=O)(=O)N)C(F)(F)F. Drug 2: C1CN(CCN1C(=O)CCBr)C(=O)CCBr. Cell line: NCI-H226. Synergy scores: CSS=6.93, Synergy_ZIP=-1.23, Synergy_Bliss=1.67, Synergy_Loewe=1.10, Synergy_HSA=1.12. (4) Drug 1: CS(=O)(=O)C1=CC(=C(C=C1)C(=O)NC2=CC(=C(C=C2)Cl)C3=CC=CC=N3)Cl. Drug 2: COC1=C2C(=CC3=C1OC=C3)C=CC(=O)O2. Cell line: SR. Synergy scores: CSS=5.93, Synergy_ZIP=-1.72, Synergy_Bliss=-3.01, Synergy_Loewe=-5.60, Synergy_HSA=-2.22. (5) Drug 1: CC1OCC2C(O1)C(C(C(O2)OC3C4COC(=O)C4C(C5=CC6=C(C=C35)OCO6)C7=CC(=C(C(=C7)OC)O)OC)O)O. Drug 2: COCCOC1=C(C=C2C(=C1)C(=NC=N2)NC3=CC=CC(=C3)C#C)OCCOC.Cl. Cell line: SK-MEL-28. Synergy scores: CSS=7.32, Synergy_ZIP=-3.64, Synergy_Bliss=-2.05, Synergy_Loewe=-7.16, Synergy_HSA=-2.53. (6) Drug 1: CN(C)N=NC1=C(NC=N1)C(=O)N. Drug 2: C1=NC2=C(N1)C(=S)N=CN2. Cell line: SK-MEL-5. Synergy scores: CSS=14.1, Synergy_ZIP=-7.69, Synergy_Bliss=-4.01, Synergy_Loewe=-14.4, Synergy_HSA=-5.12.